Dataset: Forward reaction prediction with 1.9M reactions from USPTO patents (1976-2016). Task: Predict the product of the given reaction. (1) Given the reactants [CH2:1]([NH:5][C:6]1[C:7]([CH3:22])=[C:8]([C:12]2[CH:17]=[CH:16][C:15]([C:18]([F:21])([F:20])[F:19])=[CH:14][CH:13]=2)[CH:9]=[CH:10][CH:11]=1)[CH2:2][CH2:3][CH3:4].Br[CH2:24][C:25]1[CH:37]=[CH:36][C:28]([O:29][CH2:30][C:31]([O:33][CH2:34][CH3:35])=[O:32])=[C:27]([CH3:38])[CH:26]=1.C(N(CC)C(C)C)(C)C, predict the reaction product. The product is: [CH2:1]([N:5]([CH2:24][C:25]1[CH:37]=[CH:36][C:28]([O:29][CH2:30][C:31]([O:33][CH2:34][CH3:35])=[O:32])=[C:27]([CH3:38])[CH:26]=1)[C:6]1[C:7]([CH3:22])=[C:8]([C:12]2[CH:13]=[CH:14][C:15]([C:18]([F:19])([F:20])[F:21])=[CH:16][CH:17]=2)[CH:9]=[CH:10][CH:11]=1)[CH2:2][CH2:3][CH3:4]. (2) Given the reactants [O:1]([C:8]1[CH:13]=[CH:12][CH:11]=[CH:10][C:9]=1[CH2:14][CH2:15]O)[C:2]1[CH:7]=[CH:6][CH:5]=[CH:4][CH:3]=1.C(Br)(Br)(Br)[Br:18].C1C=CC(P(C2C=CC=CC=2)C2C=CC=CC=2)=CC=1, predict the reaction product. The product is: [Br:18][CH2:15][CH2:14][C:9]1[CH:10]=[CH:11][CH:12]=[CH:13][C:8]=1[O:1][C:2]1[CH:7]=[CH:6][CH:5]=[CH:4][CH:3]=1. (3) Given the reactants [CH2:1]([Li])[CH2:2]CC.[CH2:6]([CH:8]1[C:20]2[CH:19]=[CH:18][CH:17]=[CH:16][C:15]=2[C:14]2[C:9]1=[CH:10][CH:11]=[CH:12][CH:13]=2)[CH3:7].BrCC.Cl, predict the reaction product. The product is: [CH2:6]([C:8]1([CH2:1][CH3:2])[C:9]2[CH:10]=[CH:11][CH:12]=[CH:13][C:14]=2[C:15]2[C:20]1=[CH:19][CH:18]=[CH:17][CH:16]=2)[CH3:7]. (4) Given the reactants [CH3:1][S:2][C:3]1[CH:8]=[CH:7][C:6]([C:9]2[C:17]3[C:12](=[CH:13][CH:14]=[C:15]([C:18]4[N:22]=[CH:21][N:20](C(C5C=CC=CC=5)(C5C=CC=CC=5)C5C=CC=CC=5)[N:19]=4)[CH:16]=3)[N:11](C3CCCCO3)[N:10]=2)=[CH:5][CH:4]=1.C(Cl)Cl.ClC1C=C(C=CC=1)C(OO)=[O:56], predict the reaction product. The product is: [NH:19]1[C:18]([C:15]2[CH:16]=[C:17]3[C:12](=[CH:13][CH:14]=2)[NH:11][N:10]=[C:9]3[C:6]2[CH:7]=[CH:8][C:3]([S:2]([CH3:1])=[O:56])=[CH:4][CH:5]=2)=[N:22][CH:21]=[N:20]1. (5) Given the reactants [CH2:1]([O:3][C:4]1[O:8][C:7]([C:9]2[CH:14]=[CH:13][CH:12]=[CH:11][CH:10]=2)=[N:6][C:5]=1[C:15]([OH:17])=O)[CH3:2].Cl.Cl.[CH3:20][C:21]1([CH3:38])[CH2:25][C:24]2([CH2:30][CH2:29][CH2:28][N:27]([CH:31]3[CH2:36][CH2:35][NH:34][CH2:33][CH2:32]3)[CH2:26]2)[C:23](=[O:37])[O:22]1, predict the reaction product. The product is: [CH2:1]([O:3][C:4]1[O:8][C:7]([C:9]2[CH:10]=[CH:11][CH:12]=[CH:13][CH:14]=2)=[N:6][C:5]=1[C:15]([N:34]1[CH2:35][CH2:36][CH:31]([N:27]2[CH2:28][CH2:29][CH2:30][C:24]3([C:23](=[O:37])[O:22][C:21]([CH3:20])([CH3:38])[CH2:25]3)[CH2:26]2)[CH2:32][CH2:33]1)=[O:17])[CH3:2]. (6) Given the reactants [O:1]=[C:2]1[NH:7][C:6](=[O:8])[CH:5]=[N:4][N:3]1[C:9]1[CH:10]=[CH:11][C:12]([CH3:18])=[C:13]([CH:17]=1)[C:14]([OH:16])=O.Cl.[NH2:20][CH2:21][C:22]1([OH:29])[CH2:28][CH2:27][CH2:26][CH2:25][CH2:24][CH2:23]1.CCN=C=NCCCN(C)C.Cl, predict the reaction product. The product is: [O:1]=[C:2]1[NH:7][C:6](=[O:8])[CH:5]=[N:4][N:3]1[C:9]1[CH:10]=[CH:11][C:12]([CH3:18])=[C:13]([CH:17]=1)[C:14]([NH:20][CH2:21][C:22]1([OH:29])[CH2:28][CH2:27][CH2:26][CH2:25][CH2:24][CH2:23]1)=[O:16].